Dataset: Catalyst prediction with 721,799 reactions and 888 catalyst types from USPTO. Task: Predict which catalyst facilitates the given reaction. (1) Reactant: [Br:1][C:2]1[CH:3]=[C:4]([C:8](=[O:12])[C@H:9](O)[CH3:10])[CH:5]=[CH:6][CH:7]=1.CN(C1C2C(N(C)C)=CC=CC=2C=CC=1)C.S(OS(C(F)(F)F)(=O)=O)(C(F)(F)F)(=O)=O.[NH2:44][C:45]([CH3:49])([CH3:48])[CH2:46][OH:47]. Product: [Br:1][C:2]1[CH:3]=[C:4]([C@:8]2([OH:12])[O:47][CH2:46][C:45]([CH3:49])([CH3:48])[NH:44][C@H:9]2[CH3:10])[CH:5]=[CH:6][CH:7]=1. The catalyst class is: 10. (2) Reactant: [CH3:1][N:2]1[CH:6]=[CH:5][C:4]([NH:7][C:8]2[C:17]3[C:12](=[CH:13][CH:14]=[C:15]([OH:18])[CH:16]=3)[N:11]=[CH:10][N:9]=2)=[N:3]1.F[C:20]1[C:27]([CH3:28])=[CH:26][CH:25]=[CH:24][C:21]=1[C:22]#[N:23].C(O[K])(C)(C)C.O. Product: [CH3:28][C:27]1[C:20]([O:18][C:15]2[CH:16]=[C:17]3[C:12](=[CH:13][CH:14]=2)[N:11]=[CH:10][N:9]=[C:8]3[NH:7][C:4]2[CH:5]=[CH:6][N:2]([CH3:1])[N:3]=2)=[C:21]([CH:24]=[CH:25][CH:26]=1)[C:22]#[N:23]. The catalyst class is: 80.